Task: Predict the reactants needed to synthesize the given product.. Dataset: Full USPTO retrosynthesis dataset with 1.9M reactions from patents (1976-2016) (1) Given the product [Br:1][C:2]1[CH:3]=[C:4]([CH:9]=[C:10]([C:12]2[CH:17]=[CH:16][C:15]([CH3:18])=[CH:14][N:13]=2)[CH:11]=1)[C:5]([OH:7])=[O:6], predict the reactants needed to synthesize it. The reactants are: [Br:1][C:2]1[CH:3]=[C:4]([CH:9]=[C:10]([C:12]2[CH:17]=[CH:16][C:15]([CH3:18])=[CH:14][N:13]=2)[CH:11]=1)[C:5]([O:7]C)=[O:6].[OH-].[Li+]. (2) Given the product [CH2:1]([O:3][C:4](=[O:23])[C:5]1[CH:10]=[C:9]([OH:11])[CH:8]=[C:7]([O:12][C:13]2[C:18]([F:19])=[CH:17][C:16]([CH2:20][NH:21][C:24]([O:26][C:27]([CH3:30])([CH3:29])[CH3:28])=[O:25])=[CH:15][C:14]=2[F:22])[CH:6]=1)[CH3:2], predict the reactants needed to synthesize it. The reactants are: [CH2:1]([O:3][C:4](=[O:23])[C:5]1[CH:10]=[C:9]([OH:11])[CH:8]=[C:7]([O:12][C:13]2[C:18]([F:19])=[CH:17][C:16]([C:20]#[N:21])=[CH:15][C:14]=2[F:22])[CH:6]=1)[CH3:2].[C:24](O[C:24]([O:26][C:27]([CH3:30])([CH3:29])[CH3:28])=[O:25])([O:26][C:27]([CH3:30])([CH3:29])[CH3:28])=[O:25].[BH4-].[Na+].NCCNCCN. (3) Given the product [Cl:31][C:9]1[C:10]2[N:15]=[C:14]([C:16]3[CH:17]=[C:18]([CH3:25])[C:19]([O:23][CH3:24])=[C:20]([CH3:22])[CH:21]=3)[O:13][C:11]=2[N:12]=[C:7]([CH2:6][C:5]2[CH:4]=[CH:3][C:2]([Cl:1])=[CH:28][CH:27]=2)[N:8]=1, predict the reactants needed to synthesize it. The reactants are: [Cl:1][C:2]1[CH:28]=[CH:27][C:5]([CH2:6][C:7]2[N:8]=[C:9](O)[C:10]3[N:15]=[C:14]([C:16]4[CH:21]=[C:20]([CH3:22])[C:19]([O:23][CH3:24])=[C:18]([CH3:25])[CH:17]=4)[O:13][C:11]=3[N:12]=2)=[CH:4][CH:3]=1.P(Cl)(Cl)([Cl:31])=O. (4) Given the product [CH2:22]([O:24][C:25]1[N:30]=[CH:29][C:28]([NH:31][CH2:5][C@:4]2([OH:6])[CH2:7][CH2:8][CH2:9][C@@:2]([CH2:10][N:11]3[C:15]4[CH:16]=[C:17]([C:20]#[N:21])[CH:18]=[CH:19][C:14]=4[N:13]=[CH:12]3)([CH3:1])[CH2:3]2)=[CH:27][CH:26]=1)[CH3:23], predict the reactants needed to synthesize it. The reactants are: [CH3:1][C@:2]1([CH2:10][N:11]2[C:15]3[CH:16]=[C:17]([C:20]#[N:21])[CH:18]=[CH:19][C:14]=3[N:13]=[CH:12]2)[CH2:9][CH2:8][CH2:7][C@:4]2([O:6][CH2:5]2)[CH2:3]1.[CH2:22]([O:24][C:25]1[N:30]=[CH:29][C:28]([NH2:31])=[CH:27][CH:26]=1)[CH3:23]. (5) Given the product [C:26]([O:30][C:31](=[O:45])[NH:32][C@@H:33]1[C@@H:37]([N:38]2[CH2:43][CH2:42][CH2:41][CH2:40][C:39]2=[O:44])[CH2:36][N:35]([C:2]2[N:7]=[CH:6][C:5]([O:8][CH2:9][CH2:10][CH2:11][CH:12]3[CH2:17][CH2:16][N:15]([C:18]4[O:22][N:21]=[C:20]([CH:23]([CH3:25])[CH3:24])[N:19]=4)[CH2:14][CH2:13]3)=[CH:4][N:3]=2)[CH2:34]1)([CH3:29])([CH3:27])[CH3:28], predict the reactants needed to synthesize it. The reactants are: Cl[C:2]1[N:7]=[CH:6][C:5]([O:8][CH2:9][CH2:10][CH2:11][CH:12]2[CH2:17][CH2:16][N:15]([C:18]3[O:22][N:21]=[C:20]([CH:23]([CH3:25])[CH3:24])[N:19]=3)[CH2:14][CH2:13]2)=[CH:4][N:3]=1.[C:26]([O:30][C:31](=[O:45])[NH:32][C@@H:33]1[C@@H:37]([N:38]2[CH2:43][CH2:42][CH2:41][CH2:40][C:39]2=[O:44])[CH2:36][NH:35][CH2:34]1)([CH3:29])([CH3:28])[CH3:27]. (6) Given the product [S:1]1[CH:5]=[CH:4][C:3]([C:6]2[CH:7]=[CH:8][C:9]3[N:10]([CH:12]=[C:13]([C:15]([OH:17])=[O:16])[N:14]=3)[CH:11]=2)=[CH:2]1, predict the reactants needed to synthesize it. The reactants are: [S:1]1[CH:5]=[CH:4][C:3]([C:6]2[CH:7]=[CH:8][C:9]3[N:10]([CH:12]=[C:13]([C:15]([O:17]CC)=[O:16])[N:14]=3)[CH:11]=2)=[CH:2]1.CC(C)(OC(NC1N=C(C2C=CC3N(C=C(C(O)=O)N=3)C=2)C=CC=1)=O)C. (7) Given the product [CH3:8][C:9]1[CH:46]=[CH:45][C:12]2[NH:13][C:14]([NH:16][C@H:17]([C:38]([OH:40])=[O:39])[CH2:18][C:19]3[CH:24]=[CH:23][C:22]([O:25][CH2:26][CH2:27][CH2:28][C:29](=[O:37])[NH:30][C:31]4[NH:32][CH2:33][CH2:34][CH2:35][N:36]=4)=[CH:21][CH:20]=3)=[N:15][C:11]=2[CH:10]=1, predict the reactants needed to synthesize it. The reactants are: FC(F)(F)C(O)=O.[CH3:8][C:9]1[CH:46]=[CH:45][C:12]2[NH:13][C:14]([NH:16][C@H:17]([C:38]([O:40]C(C)(C)C)=[O:39])[CH2:18][C:19]3[CH:24]=[CH:23][C:22]([O:25][CH2:26][CH2:27][CH2:28][C:29](=[O:37])[NH:30][C:31]4[NH:32][CH2:33][CH2:34][CH2:35][N:36]=4)=[CH:21][CH:20]=3)=[N:15][C:11]=2[CH:10]=1.C1(C)C=CC=CC=1.